Dataset: Forward reaction prediction with 1.9M reactions from USPTO patents (1976-2016). Task: Predict the product of the given reaction. (1) Given the reactants [CH3:1][O:2][C:3]1[CH:22]=[CH:21][C:6]([CH2:7][N:8]2[C:12]3[N:13]=[CH:14][C:15]4[CH2:16][NH:17][CH2:18][CH2:19][C:20]=4[C:11]=3[CH:10]=[N:9]2)=[CH:5][CH:4]=1.CCN(CC)CC.Br[CH:31]([C:37]1[CH:42]=[CH:41][CH:40]=[CH:39][CH:38]=1)[C:32]([O:34][CH2:35][CH3:36])=[O:33].C([O-])(O)=O.[Na+], predict the reaction product. The product is: [CH3:1][O:2][C:3]1[CH:4]=[CH:5][C:6]([CH2:7][N:8]2[C:12]3[N:13]=[CH:14][C:15]4[CH2:16][N:17]([CH:31]([C:37]5[CH:42]=[CH:41][CH:40]=[CH:39][CH:38]=5)[C:32]([O:34][CH2:35][CH3:36])=[O:33])[CH2:18][CH2:19][C:20]=4[C:11]=3[CH:10]=[N:9]2)=[CH:21][CH:22]=1. (2) Given the reactants [CH3:1][O:2][C:3]1[N:8]=[C:7]2[C:9]([C:20]3[N:28](S(C4C=CC(C)=CC=4)(=O)=O)[C:23]4=[N:24][CH:25]=[CH:26][CH:27]=[C:22]4[CH:21]=3)=[CH:10][N:11]([CH2:12][CH2:13][N:14]3[CH2:19][CH2:18][O:17][CH2:16][CH2:15]3)[C:6]2=[CH:5][C:4]=1[O:39][CH3:40].CO, predict the reaction product. The product is: [CH3:1][O:2][C:3]1[N:8]=[C:7]2[C:9]([C:20]3[NH:28][C:23]4=[N:24][CH:25]=[CH:26][CH:27]=[C:22]4[CH:21]=3)=[CH:10][N:11]([CH2:12][CH2:13][N:14]3[CH2:19][CH2:18][O:17][CH2:16][CH2:15]3)[C:6]2=[CH:5][C:4]=1[O:39][CH3:40]. (3) The product is: [Br:10][C:8]1[CH:7]=[CH:6][C:5]2[O:1][CH2:2][CH2:3][C:4]=2[CH:9]=1. Given the reactants [O:1]1[C:5]2[CH:6]=[CH:7][CH:8]=[CH:9][C:4]=2[CH2:3][CH2:2]1.[Br:10]N1C(=O)CCC1=O.O, predict the reaction product. (4) Given the reactants [F:1][C:2]1[CH:7]=[CH:6][C:5]([C:8]2[C:9](=O)[C:10]([C:15]([O:17][CH2:18][CH3:19])=[O:16])=[CH:11][NH:12][C:13]=2[CH3:14])=[CH:4][CH:3]=1.P(Cl)(Cl)([Cl:23])=O, predict the reaction product. The product is: [Cl:23][C:9]1[C:8]([C:5]2[CH:6]=[CH:7][C:2]([F:1])=[CH:3][CH:4]=2)=[C:13]([CH3:14])[N:12]=[CH:11][C:10]=1[C:15]([O:17][CH2:18][CH3:19])=[O:16]. (5) Given the reactants [CH2:1]([N:3]1[C:7]([C:8]2[CH:9]=[N:10][NH:11][C:12]=2[NH2:13])=[CH:6][CH:5]=[N:4]1)[CH3:2].[CH2:14]([N:16]1[C:24]2[C:19](=[CH:20][C:21]([C:25](=O)[CH2:26][C:27](OCC)=[O:28])=[CH:22][CH:23]=2)[CH:18]=[N:17]1)[CH3:15].CC1C=CC(S(O)(=O)=O)=CC=1, predict the reaction product. The product is: [CH2:14]([N:16]1[C:24]2[C:19](=[CH:20][C:21]([C:25]3[NH:13][C:12]4[N:11]([N:10]=[CH:9][C:8]=4[C:7]4[N:3]([CH2:1][CH3:2])[N:4]=[CH:5][CH:6]=4)[C:27](=[O:28])[CH:26]=3)=[CH:22][CH:23]=2)[CH:18]=[N:17]1)[CH3:15].